Dataset: Full USPTO retrosynthesis dataset with 1.9M reactions from patents (1976-2016). Task: Predict the reactants needed to synthesize the given product. The reactants are: [CH3:1][O:2][C:3]1[CH:4]=[C:5]([CH:24]=[CH:25][CH:26]=1)[CH2:6][C:7]1[O:11][C:10]([NH:12][C:13]2[CH:14]=[C:15]3[C:19](=[CH:20][CH:21]=2)[NH:18][N:17]=[C:16]3[CH:22]=[CH2:23])=[N:9][N:8]=1. Given the product [CH2:22]([C:16]1[C:15]2[C:19](=[CH:20][CH:21]=[C:13]([NH:12][C:10]3[O:11][C:7]([CH2:6][C:5]4[CH:24]=[CH:25][CH:26]=[C:3]([O:2][CH3:1])[CH:4]=4)=[N:8][N:9]=3)[CH:14]=2)[NH:18][N:17]=1)[CH3:23], predict the reactants needed to synthesize it.